This data is from Full USPTO retrosynthesis dataset with 1.9M reactions from patents (1976-2016). The task is: Predict the reactants needed to synthesize the given product. (1) Given the product [Br:1][C:2]1[CH:10]=[CH:9][CH:8]=[C:7]2[C:3]=1[C:4](=[O:6])[N:20]([CH2:19][C:18]1[CH:21]=[CH:22][CH:23]=[CH:24][C:17]=1[Cl:16])[C:12]([CH2:13][Cl:14])=[N:11]2, predict the reactants needed to synthesize it. The reactants are: [Br:1][C:2]1[CH:10]=[CH:9][CH:8]=[C:7]([NH:11][C:12](=O)[CH2:13][Cl:14])[C:3]=1[C:4]([OH:6])=O.[Cl:16][C:17]1[CH:24]=[CH:23][CH:22]=[CH:21][C:18]=1[CH2:19][NH2:20].C(N(CC)CC)C.P(Cl)(Cl)Cl. (2) Given the product [CH3:26][C@@H:27]1[CH2:31][CH2:30][CH2:29][N:28]1[CH2:20][CH2:19][C:14]1[CH:15]=[C:16]2[C:11](=[CH:12][CH:13]=1)[CH:10]=[C:9]([C:5]1[CH:6]=[N:7][CH:8]=[C:3]([CH:4]=1)[C:1]#[N:2])[CH:18]=[CH:17]2, predict the reactants needed to synthesize it. The reactants are: [C:1]([C:3]1[CH:4]=[C:5]([C:9]2[CH:10]=[C:11]3[C:16](=[CH:17][CH:18]=2)[CH:15]=[C:14]([CH2:19][CH2:20]OS(C)(=O)=O)[CH:13]=[CH:12]3)[CH:6]=[N:7][CH:8]=1)#[N:2].[CH3:26][C@@H:27]1[CH2:31][CH2:30][CH2:29][NH:28]1.C(=O)([O-])[O-].[Cs+].[Cs+]. (3) Given the product [ClH:36].[C:1]1([N:7]([CH2:29][CH2:30][C:31]([O:33][CH2:34][CH3:35])=[O:32])[C:8]([C:10]2[CH:11]=[CH:12][C:13]3[S:17][C:16]([CH2:18][CH2:19][C:20]4[CH:21]=[CH:22][C:23]([C:26](=[NH:44])[NH2:27])=[CH:24][CH:25]=4)=[N:15][C:14]=3[CH:28]=2)=[O:9])[CH:6]=[CH:5][CH:4]=[CH:3][CH:2]=1, predict the reactants needed to synthesize it. The reactants are: [C:1]1([N:7]([CH2:29][CH2:30][C:31]([O:33][CH2:34][CH3:35])=[O:32])[C:8]([C:10]2[CH:11]=[CH:12][C:13]3[S:17][C:16]([CH2:18][CH2:19][C:20]4[CH:25]=[CH:24][C:23]([C:26]#[N:27])=[CH:22][CH:21]=4)=[N:15][C:14]=3[CH:28]=2)=[O:9])[CH:6]=[CH:5][CH:4]=[CH:3][CH:2]=1.[ClH:36].C(O)C.C(=O)([O-])[O-].[NH4+:44].[NH4+]. (4) Given the product [C:5]([C:15]1[CH:14]=[CH:13][C:12]([OH:17])=[C:11]([F:10])[CH:16]=1)([CH3:8])([CH3:7])[CH3:6], predict the reactants needed to synthesize it. The reactants are: [Cl-].[Al+3].[Cl-].[Cl-].[C:5](Cl)([CH3:8])([CH3:7])[CH3:6].[F:10][C:11]1[CH:16]=[CH:15][CH:14]=[CH:13][C:12]=1[OH:17]. (5) The reactants are: FC(F)(F)C([N:5]([C@@H:13]1[CH2:15][C@H:14]1[C:16]1[CH:21]=[CH:20][CH:19]=[CH:18][CH:17]=1)[CH2:6][CH:7]1[CH2:12][CH2:11][NH:10][CH2:9][CH2:8]1)=O.C(=O)([O-])[O-].[K+].[K+].Br[CH2:31][CH2:32][C:33]([O:35]C(C)(C)C)=[O:34]. Given the product [C:16]1([C@@H:14]2[CH2:15][C@H:13]2[NH:5][CH2:6][CH:7]2[CH2:8][CH2:9][N:10]([CH2:31][CH2:32][C:33]([OH:35])=[O:34])[CH2:11][CH2:12]2)[CH:17]=[CH:18][CH:19]=[CH:20][CH:21]=1, predict the reactants needed to synthesize it. (6) Given the product [CH:14]([Si:13]([C:12]#[C:11][C:7]1[CH:6]=[C:5]([C:3]2[N:23]=[C:24]([NH2:26])[S:25][CH:2]=2)[CH:10]=[CH:9][CH:8]=1)([CH:20]([CH3:22])[CH3:21])[CH:17]([CH3:19])[CH3:18])([CH3:16])[CH3:15], predict the reactants needed to synthesize it. The reactants are: Br[CH2:2][C:3]([C:5]1[CH:10]=[CH:9][CH:8]=[C:7]([C:11]#[C:12][Si:13]([CH:20]([CH3:22])[CH3:21])([CH:17]([CH3:19])[CH3:18])[CH:14]([CH3:16])[CH3:15])[CH:6]=1)=O.[NH2:23][C:24]([NH2:26])=[S:25].